From a dataset of Reaction yield outcomes from USPTO patents with 853,638 reactions. Predict the reaction yield, written as a fraction of the theoretical maximum amount of product (1.0 means a 100% yield; for example, 0.34 means a 34% yield). The reactants are [Br:1][C:2]1[C:3]([OH:13])=[C:4]([C:10](=[O:12])[CH3:11])[CH:5]=[C:6]([Cl:9])[C:7]=1[CH3:8].S(OC)(O[CH3:18])(=O)=O.C(=O)([O-])[O-].[K+].[K+]. The catalyst is CC(C)=O. The product is [Br:1][C:2]1[C:3]([O:13][CH3:18])=[C:4]([C:10](=[O:12])[CH3:11])[CH:5]=[C:6]([Cl:9])[C:7]=1[CH3:8]. The yield is 0.840.